This data is from Reaction yield outcomes from USPTO patents with 853,638 reactions. The task is: Predict the reaction yield, written as a fraction of the theoretical maximum amount of product (1.0 means a 100% yield; for example, 0.34 means a 34% yield). (1) The reactants are [NH2:1][C:2]1[CH:7]=[CH:6][C:5]([S:8]([N:11]2[CH2:15][CH2:14][C@@H:13]([NH:16][C:17]3[N:22]=[C:21]([C:23]4[C:31]5[C:26](=[CH:27][CH:28]=[CH:29][CH:30]=5)[N:25](S(C5C=CC=CC=5)(=O)=O)[CH:24]=4)[C:20]([Cl:41])=[CH:19][N:18]=3)[CH2:12]2)(=[O:10])=[O:9])=[CH:4][CH:3]=1.[OH-].[Na+].Cl. The catalyst is O1CCOCC1. The product is [NH2:1][C:2]1[CH:7]=[CH:6][C:5]([S:8]([N:11]2[CH2:15][CH2:14][C@@H:13]([NH:16][C:17]3[N:22]=[C:21]([C:23]4[C:31]5[C:26](=[CH:27][CH:28]=[CH:29][CH:30]=5)[NH:25][CH:24]=4)[C:20]([Cl:41])=[CH:19][N:18]=3)[CH2:12]2)(=[O:9])=[O:10])=[CH:4][CH:3]=1. The yield is 0.730. (2) The reactants are C(N(CC)CC)C.Cl.[CH3:9][O:10][C:11](=[O:22])[C@H:12]([CH2:14][C:15]1[CH:20]=[CH:19][C:18]([OH:21])=[CH:17][CH:16]=1)[NH2:13].[Cl:23][C:24]1[CH:32]=[CH:31][CH:30]=[C:29]([Cl:33])[C:25]=1[C:26](Cl)=[O:27]. The catalyst is C(Cl)Cl. The product is [Cl:23][C:24]1[CH:32]=[CH:31][CH:30]=[C:29]([Cl:33])[C:25]=1[C:26]([NH:13][C@H:12]([C:11]([O:10][CH3:9])=[O:22])[CH2:14][C:15]1[CH:16]=[CH:17][C:18]([OH:21])=[CH:19][CH:20]=1)=[O:27]. The yield is 0.830. (3) The reactants are [CH3:1][O:2][C:3]1[CH:19]=[CH:18][C:6]([CH2:7][O:8][C:9]2[CH:14]=[CH:13][CH:12]=[CH:11][C:10]=2[C:15](=O)[CH3:16])=[CH:5][CH:4]=1.[CH:20]([CH:22]1[CH2:27][CH2:26][CH2:25][N:24]([C:28]([O:30][CH2:31][C:32]2[CH:37]=[CH:36][CH:35]=[CH:34][CH:33]=2)=[O:29])[CH2:23]1)=O.[C:38]([CH2:40][C:41]([O:43][C:44]([CH3:47])([CH3:46])[CH3:45])=[O:42])#[N:39].C([O-])(=O)C.[NH4+:52]. The catalyst is COCCOC. The product is [NH2:39][C:38]1[N:52]=[C:15]([C:10]2[CH:11]=[CH:12][CH:13]=[CH:14][C:9]=2[O:8][CH2:7][C:6]2[CH:18]=[CH:19][C:3]([O:2][CH3:1])=[CH:4][CH:5]=2)[CH:16]=[C:20]([CH:22]2[CH2:27][CH2:26][CH2:25][N:24]([C:28]([O:30][CH2:31][C:32]3[CH:37]=[CH:36][CH:35]=[CH:34][CH:33]=3)=[O:29])[CH2:23]2)[C:40]=1[C:41]([O:43][C:44]([CH3:47])([CH3:46])[CH3:45])=[O:42]. The yield is 0.140. (4) The reactants are [Br:1][C:2]1[CH:3]=[C:4]([C:15]([O:17]C)=[O:16])[C:5]2[C:6]([CH3:14])=[CH:7][N:8]([CH:11]([CH3:13])[CH3:12])[C:9]=2[CH:10]=1.[OH-].[Na+].O. The catalyst is C(O)C. The product is [Br:1][C:2]1[CH:3]=[C:4]([C:15]([OH:17])=[O:16])[C:5]2[C:6]([CH3:14])=[CH:7][N:8]([CH:11]([CH3:13])[CH3:12])[C:9]=2[CH:10]=1. The yield is 0.898. (5) The reactants are [C:1]([C:4]1[C:5]([CH3:12])=[C:6]([C:10]#[N:11])[NH:7][C:8]=1[CH3:9])(=[O:3])[CH3:2].[CH3:13][N:14]([CH3:25])[CH:15](N(C)C)C(=O)C(C)(C)C. No catalyst specified. The product is [CH3:13][N:14]([CH3:25])[CH:15]=[CH:2][C:1]([C:4]1[C:5]([CH3:12])=[C:6]([C:10]#[N:11])[NH:7][C:8]=1[CH3:9])=[O:3]. The yield is 0.650. (6) The catalyst is C(O)C.Cl.[Fe]. The reactants are [CH2:1]([O:3][C:4]([C:6]1[O:14][C:13]2[CH:12]=[CH:11][N:10]=[CH:9][C:8]=2[C:7]=1[O:15][C:16]1[CH:21]=[CH:20][C:19]([N+:22]([O-])=O)=[CH:18][C:17]=1[F:25])=[O:5])[CH3:2]. The yield is 0.310. The product is [CH2:1]([O:3][C:4]([C:6]1[O:14][C:13]2[CH:12]=[CH:11][N:10]=[CH:9][C:8]=2[C:7]=1[O:15][C:16]1[CH:21]=[CH:20][C:19]([NH2:22])=[CH:18][C:17]=1[F:25])=[O:5])[CH3:2]. (7) The reactants are Cl[C:2]1[N:11]=[CH:10][C:9]2[N:8]([CH3:12])[C:7](=[O:13])[C@@H:6]([CH2:14][CH3:15])[N:5]([CH:16]3[CH2:20][CH2:19][CH2:18][CH2:17]3)[C:4]=2[N:3]=1.[NH2:21][C:22]1[CH:32]=[CH:31][C:25]([C:26]([O:28][CH2:29][CH3:30])=[O:27])=[CH:24][C:23]=1[O:33][CH3:34].CC(C1C=C(C(C)C)C(C2C=CC=CC=2P(C2CCCCC2)C2CCCCC2)=C(C(C)C)C=1)C.C(=O)([O-])[O-].[K+].[K+]. The catalyst is CC(O)(C)C.C1C=CC(/C=C/C(/C=C/C2C=CC=CC=2)=O)=CC=1.C1C=CC(/C=C/C(/C=C/C2C=CC=CC=2)=O)=CC=1.C1C=CC(/C=C/C(/C=C/C2C=CC=CC=2)=O)=CC=1.[Pd].[Pd]. The product is [CH:16]1([N:5]2[C:4]3[N:3]=[C:2]([NH:21][C:22]4[CH:32]=[CH:31][C:25]([C:26]([O:28][CH2:29][CH3:30])=[O:27])=[CH:24][C:23]=4[O:33][CH3:34])[N:11]=[CH:10][C:9]=3[N:8]([CH3:12])[C:7](=[O:13])[C@H:6]2[CH2:14][CH3:15])[CH2:20][CH2:19][CH2:18][CH2:17]1. The yield is 0.770.